This data is from Forward reaction prediction with 1.9M reactions from USPTO patents (1976-2016). The task is: Predict the product of the given reaction. (1) Given the reactants [Cl:1][C:2]1[CH:3]=[C:4]2[C:9](=[CH:10][CH:11]=1)[N:8]=[C:7]([NH:12][C:13](=[O:17])OCC)[C:6]([O:18][CH3:19])=[N:5]2.[Cl:20][C:21]1[CH:26]=[CH:25][C:24]([N:27]2[CH2:32][CH2:31][NH:30][CH2:29][CH2:28]2)=[CH:23][CH:22]=1, predict the reaction product. The product is: [Cl:1][C:2]1[CH:3]=[C:4]2[C:9](=[CH:10][CH:11]=1)[N:8]=[C:7]([NH:12][C:13]([N:30]1[CH2:29][CH2:28][N:27]([C:24]3[CH:23]=[CH:22][C:21]([Cl:20])=[CH:26][CH:25]=3)[CH2:32][CH2:31]1)=[O:17])[C:6]([O:18][CH3:19])=[N:5]2. (2) Given the reactants [CH3:1][O:2][C:3]([N:5]1[CH2:10][CH2:9][CH:8]([CH2:11][CH2:12][C:13]([OH:15])=O)[CH2:7][CH2:6]1)=[O:4].C(Cl)(=O)C([Cl:19])=O, predict the reaction product. The product is: [Cl:19][C:13]([CH2:12][CH2:11][CH:8]1[CH2:9][CH2:10][N:5]([C:3]([O:2][CH3:1])=[O:4])[CH2:6][CH2:7]1)=[O:15]. (3) Given the reactants S(=O)(=O)(O)O.[N:6]1[C:15]2[C:10](=[CH:11][CH:12]=[CH:13][CH:14]=2)[CH:9]=[C:8]([C:16]([O-:18])=[O:17])[CH:7]=1.[K+].C(=O)([O-])[O-].[Na+].[Na+].[CH2:26](O)[CH3:27], predict the reaction product. The product is: [N:6]1[C:15]2[C:10](=[CH:11][CH:12]=[CH:13][CH:14]=2)[CH:9]=[C:8]([C:16]([O:18][CH2:26][CH3:27])=[O:17])[CH:7]=1. (4) Given the reactants FC(F)(F)C(O)=O.[CH3:8][C:9]1[S:10][CH:11]=[C:12]([C:14]([N:16]2[CH2:21][C:20]3([CH2:26][CH2:25][NH:24][CH2:23][CH2:22]3)[O:19][CH2:18][CH2:17]2)=[O:15])[N:13]=1.[Si:27]([O:34][CH2:35][CH2:36][C:37]1[CH:42]=[CH:41][C:40]([CH2:43][CH:44]=O)=[CH:39][CH:38]=1)([C:30]([CH3:33])([CH3:32])[CH3:31])([CH3:29])[CH3:28].C(O)(=O)C.C(O[BH-](OC(=O)C)OC(=O)C)(=O)C.[Na+], predict the reaction product. The product is: [Si:27]([O:34][CH2:35][CH2:36][C:37]1[CH:38]=[CH:39][C:40]([CH2:43][CH2:44][N:24]2[CH2:25][CH2:26][C:20]3([O:19][CH2:18][CH2:17][N:16]([C:14]([C:12]4[N:13]=[C:9]([CH3:8])[S:10][CH:11]=4)=[O:15])[CH2:21]3)[CH2:22][CH2:23]2)=[CH:41][CH:42]=1)([C:30]([CH3:33])([CH3:32])[CH3:31])([CH3:29])[CH3:28]. (5) Given the reactants [CH2:1]([OH:4])[C:2]#[CH:3].[CH2:5]([O:7][P:8]([CH:13]([F:19])[C:14](OCC)=[O:15])([O:10][CH2:11][CH3:12])=[O:9])[CH3:6], predict the reaction product. The product is: [CH2:5]([O:7][P:8]([CH:13]([F:19])[C:14]([O:4][CH2:1][C:2]#[CH:3])=[O:15])([O:10][CH2:11][CH3:12])=[O:9])[CH3:6]. (6) Given the reactants [Cr]([O-])(OCl)(=O)=O.[NH+]1C=CC=CC=1.[CH2:13]([O:15][C:16]1[CH:23]=[CH:22][CH:21]=[C:20]([CH2:24][CH2:25][CH2:26][CH2:27][CH2:28][CH2:29][CH2:30][CH2:31][CH2:32][CH2:33][CH2:34][CH2:35][CH2:36][CH2:37][CH3:38])[C:17]=1[CH2:18][OH:19])[CH3:14].CCOCC, predict the reaction product. The product is: [CH2:13]([O:15][C:16]1[CH:23]=[CH:22][CH:21]=[C:20]([CH2:24][CH2:25][CH2:26][CH2:27][CH2:28][CH2:29][CH2:30][CH2:31][CH2:32][CH2:33][CH2:34][CH2:35][CH2:36][CH2:37][CH3:38])[C:17]=1[CH:18]=[O:19])[CH3:14].